Dataset: Reaction yield outcomes from USPTO patents with 853,638 reactions. Task: Predict the reaction yield, written as a fraction of the theoretical maximum amount of product (1.0 means a 100% yield; for example, 0.34 means a 34% yield). (1) The reactants are C(OC([N:11]1[CH2:16][CH2:15][CH:14]([CH2:17][CH2:18][O:19][C:20]2[CH:25]=[CH:24][C:23]([F:26])=[CH:22][CH:21]=2)[CH2:13][CH2:12]1)=O)C1C=CC=CC=1.[H][H]. The catalyst is CO.[C].[Pd]. The product is [F:26][C:23]1[CH:22]=[CH:21][C:20]([O:19][CH2:18][CH2:17][CH:14]2[CH2:13][CH2:12][NH:11][CH2:16][CH2:15]2)=[CH:25][CH:24]=1. The yield is 0.951. (2) The reactants are [Br:1][C:2]1[CH:7]=[CH:6][C:5]([C:8]2[NH:12][C:11]([C@@H:13]3[CH2:17][C@@H:16](O)[CH2:15][N:14]3[C:19]([O:21][CH2:22][C:23]3[CH:28]=[CH:27][CH:26]=[CH:25][CH:24]=3)=[O:20])=[N:10][CH:9]=2)=[CH:4][CH:3]=1.COCCN(S(F)(F)[F:39])CCOC.C(=O)(O)[O-].[Na+]. The catalyst is C(Cl)Cl. The yield is 0.620. The product is [Br:1][C:2]1[CH:7]=[CH:6][C:5]([C:8]2[NH:12][C:11]([C@@H:13]3[CH2:17][C@H:16]([F:39])[CH2:15][N:14]3[C:19]([O:21][CH2:22][C:23]3[CH:28]=[CH:27][CH:26]=[CH:25][CH:24]=3)=[O:20])=[N:10][CH:9]=2)=[CH:4][CH:3]=1. (3) The reactants are [Cl-].O[NH3+:3].[C:4](=[O:7])([O-])[OH:5].[Na+].CS(C)=O.[CH:13]1([CH2:16][O:17][C:18]2[N:23]=[CH:22][C:21]([C:24]3[C:29](=[O:30])[N:28]([CH2:31][C:32]4[CH:37]=[CH:36][C:35]([C:38]5[C:39]([C:44]#[N:45])=[CH:40][CH:41]=[CH:42][CH:43]=5)=[CH:34][CH:33]=4)[C:27]([CH2:46][CH2:47][CH3:48])=[N:26][C:25]=3[CH2:49][CH3:50])=[CH:20][CH:19]=2)[CH2:15][CH2:14]1. The catalyst is C(OCC)(=O)C. The product is [CH:13]1([CH2:16][O:17][C:18]2[N:23]=[CH:22][C:21]([C:24]3[C:29](=[O:30])[N:28]([CH2:31][C:32]4[CH:37]=[CH:36][C:35]([C:38]5[CH:43]=[CH:42][CH:41]=[CH:40][C:39]=5[C:44]5[NH:3][C:4](=[O:7])[O:5][N:45]=5)=[CH:34][CH:33]=4)[C:27]([CH2:46][CH2:47][CH3:48])=[N:26][C:25]=3[CH2:49][CH3:50])=[CH:20][CH:19]=2)[CH2:15][CH2:14]1. The yield is 0.570. (4) The reactants are [Cl:1][C:2]1[CH:11]=[CH:10][C:9]2[NH:8]C(=O)[N:6]3[N:13]=[C:14]([CH3:16])[N:15]=[C:5]3[C:4]=2[CH:3]=1.BrC1C=CC2NC(=O)N3N=CN=C3C=2C=1. No catalyst specified. The product is [Cl:1][C:2]1[CH:11]=[CH:10][C:9]([NH2:8])=[C:4]([C:5]2[NH:6][N:13]=[C:14]([CH3:16])[N:15]=2)[CH:3]=1. The yield is 0.760.